This data is from Full USPTO retrosynthesis dataset with 1.9M reactions from patents (1976-2016). The task is: Predict the reactants needed to synthesize the given product. (1) Given the product [CH2:31]([C:29]1[C:28](=[O:38])[N:27]([CH:39]2[CH2:40][CH2:41][CH2:42][CH2:43]2)[C:25]2[N:26]=[C:21]([NH:20][C:17]3[CH:16]=[CH:15][C:14]([N:11]4[CH2:10][CH2:9][NH:8][CH2:13][CH2:12]4)=[CH:19][CH:18]=3)[N:22]=[CH:23][C:24]=2[CH:30]=1)[C:32]1[CH:37]=[CH:36][CH:35]=[CH:34][CH:33]=1, predict the reactants needed to synthesize it. The reactants are: C(OC([N:8]1[CH2:13][CH2:12][N:11]([C:14]2[CH:19]=[CH:18][C:17]([NH:20][C:21]3[N:22]=[CH:23][C:24]4[CH:30]=[C:29]([CH2:31][C:32]5[CH:37]=[CH:36][CH:35]=[CH:34][CH:33]=5)[C:28](=[O:38])[N:27]([CH:39]5[CH2:43][CH2:42][CH2:41][CH2:40]5)[C:25]=4[N:26]=3)=[CH:16][CH:15]=2)[CH2:10][CH2:9]1)=O)(C)(C)C.Cl. (2) Given the product [S:24]1[C:25]2[C:26](=[N:27][CH:28]=[CH:29][CH:30]=2)[N:31]=[C:23]1[O:22][C:20]1[CH:19]=[CH:18][C:17]2[C:13]([CH2:12][N:9]3[CH2:10][CH2:11][CH:6]([C:4]([OH:5])=[O:3])[CH2:7][CH2:8]3)=[CH:14][O:15][C:16]=2[CH:21]=1, predict the reactants needed to synthesize it. The reactants are: C([O:3][C:4]([CH:6]1[CH2:11][CH2:10][N:9]([CH2:12][C:13]2[C:17]3[CH:18]=[CH:19][C:20]([O:22][C:23]4[S:24][C:25]5[C:26]([N:31]=4)=[N:27][CH:28]=[CH:29][CH:30]=5)=[CH:21][C:16]=3[O:15][CH:14]=2)[CH2:8][CH2:7]1)=[O:5])C.[OH-].[K+].Cl. (3) Given the product [Cl:1][C:2]1[C:3]([N+:11]([O-:13])=[O:12])=[C:4]([CH:7]=[C:8]([Cl:10])[CH:9]=1)[CH:5]=[O:6], predict the reactants needed to synthesize it. The reactants are: [Cl:1][C:2]1[CH:3]=[C:4]([CH:7]=[C:8]([Cl:10])[CH:9]=1)[CH:5]=[O:6].[N+:11]([O-])([OH:13])=[O:12]. (4) Given the product [CH2:1]([O:3][C:4]([C:6]1[C:7](=[O:22])[N:8]([CH2:15][C:16]2[CH:21]=[CH:20][CH:19]=[CH:18][CH:17]=2)[CH:9]=[CH:10][C:11]=1[CH2:12][Br:58])=[O:5])[CH3:2], predict the reactants needed to synthesize it. The reactants are: [CH2:1]([O:3][C:4]([C:6]1[C:7](=[O:22])[N:8]([CH2:15][C:16]2[CH:21]=[CH:20][CH:19]=[CH:18][CH:17]=2)[CH:9]=[CH:10][C:11]=1[C:12](O)=O)=[O:5])[CH3:2].C(Cl)(=O)C(Cl)=O.[BH3-]C#N.[Na+].P([O-])([O-])([O-])=O.C1(P(C2C=CC=CC=2)C2C=CC=CC=2)C=CC=CC=1.C(Br)(Br)(Br)[Br:58].